Task: Predict the product of the given reaction.. Dataset: Forward reaction prediction with 1.9M reactions from USPTO patents (1976-2016) (1) Given the reactants Br[CH2:2][CH2:3][N:4]1[C:8]2[CH:9]=[CH:10][CH:11]=[CH:12][C:7]=2[N:6]=[C:5]1[C:13]([O:15][CH2:16][CH3:17])=[O:14].[C:18]1([C:24]([SH:37])([C:31]2[CH:36]=[CH:35][CH:34]=[CH:33][CH:32]=2)[C:25]2[CH:30]=[CH:29][CH:28]=[CH:27][CH:26]=2)[CH:23]=[CH:22][CH:21]=[CH:20][CH:19]=1.C(N(CC)C(C)C)(C)C.C[Si](C)(C)[N-][Si](C)(C)C.[Li+], predict the reaction product. The product is: [C:24]([S:37][CH2:2][CH2:3][N:4]1[C:8]2[CH:9]=[CH:10][CH:11]=[CH:12][C:7]=2[N:6]=[C:5]1[C:13]([O:15][CH2:16][CH3:17])=[O:14])([C:25]1[CH:26]=[CH:27][CH:28]=[CH:29][CH:30]=1)([C:31]1[CH:36]=[CH:35][CH:34]=[CH:33][CH:32]=1)[C:18]1[CH:19]=[CH:20][CH:21]=[CH:22][CH:23]=1. (2) Given the reactants C(OC([NH:11][C:12]1[C:13](=[O:27])[N:14]([CH2:19][C:20]([O:22][C:23]([CH3:26])([CH3:25])[CH3:24])=[O:21])[C:15]([CH3:18])=[CH:16][CH:17]=1)=O)C1C=CC=CC=1, predict the reaction product. The product is: [NH2:11][C:12]1[C:13](=[O:27])[N:14]([CH2:19][C:20]([O:22][C:23]([CH3:26])([CH3:25])[CH3:24])=[O:21])[C:15]([CH3:18])=[CH:16][CH:17]=1.